Dataset: Catalyst prediction with 721,799 reactions and 888 catalyst types from USPTO. Task: Predict which catalyst facilitates the given reaction. (1) The catalyst class is: 69. Product: [CH3:1][O:2][C:3]1[CH:4]=[C:5]([CH:8]=[CH:9][C:10]=1[N:11]1[CH:15]=[C:14]([CH3:16])[N:13]=[CH:12]1)[C:6]([OH:23])=[O:7]. Reactant: [CH3:1][O:2][C:3]1[CH:4]=[C:5]([CH:8]=[CH:9][C:10]=1[N:11]1[CH:15]=[C:14]([CH3:16])[N:13]=[CH:12]1)[CH:6]=[O:7].OO.[OH-].[Na+].S([O-])([O-])(=[O:23])=S.[Na+].[Na+]. (2) Reactant: [C:1]1([C:7]2([C:13]3[CH:18]=[CH:17][CH:16]=[CH:15][CH:14]=3)[CH2:11][CH2:10][NH:9][C:8]2=[O:12])[CH:6]=[CH:5][CH:4]=[CH:3][CH:2]=1.CC(C)([O-])C.[K+].[F:25][C:26]([F:38])([F:37])[C:27]1[CH:28]=[C:29]([S:33](Cl)(=[O:35])=[O:34])[CH:30]=[CH:31][CH:32]=1. Product: [C:13]1([C:7]2([C:1]3[CH:6]=[CH:5][CH:4]=[CH:3][CH:2]=3)[CH2:11][CH2:10][N:9]([S:33]([C:29]3[CH:30]=[CH:31][CH:32]=[C:27]([C:26]([F:25])([F:37])[F:38])[CH:28]=3)(=[O:35])=[O:34])[C:8]2=[O:12])[CH:14]=[CH:15][CH:16]=[CH:17][CH:18]=1. The catalyst class is: 7. (3) Reactant: Cl[C:2]1[CH:3]=[CH:4][C:5]([N+:9]([O-:11])=[O:10])=[C:6]([CH:8]=1)[NH2:7].B(O)(O)[C:13]1[CH:18]=[CH:17][C:16]([CH2:19][N:20]2[CH2:25][CH2:24][O:23][CH2:22][CH2:21]2)=[CH:15][CH:14]=1.C([O-])([O-])=O.[Na+].[Na+]. Product: [N:20]1([CH2:19][C:16]2[CH:15]=[CH:14][C:13]([C:2]3[CH:3]=[CH:4][C:5]([N+:9]([O-:11])=[O:10])=[C:6]([NH2:7])[CH:8]=3)=[CH:18][CH:17]=2)[CH2:21][CH2:22][O:23][CH2:24][CH2:25]1. The catalyst class is: 104. (4) Reactant: [OH:1][C:2]1[C:7]([O:8][CH3:9])=[CH:6][CH:5]=[CH:4][C:3]=1[C:10]1[CH:15]=[CH:14][C:13]([N:16]2[CH:20]=[CH:19][C:18]([NH:21][C:22]([NH:24][C:25]3[CH:26]=[N:27][CH:28]=[CH:29][CH:30]=3)=[O:23])=[C:17]2[C:31](OCC)=[O:32])=[CH:12][CH:11]=1.[Na]. Product: [OH:1][C:2]1[C:7]([O:8][CH3:9])=[CH:6][CH:5]=[CH:4][C:3]=1[C:10]1[CH:15]=[CH:14][C:13]([N:16]2[C:17]3[C:31](=[O:32])[N:24]([C:25]4[CH:26]=[N:27][CH:28]=[CH:29][CH:30]=4)[C:22](=[O:23])[NH:21][C:18]=3[CH:19]=[CH:20]2)=[CH:12][CH:11]=1. The catalyst class is: 8. (5) Reactant: Cl.FC1C=C(C=CC=1)CN1C=C(C2C3C(=NC=C(C4C=CC(C5CCNCC5)=CC=4)C=3)N(S(C3C=CC(C)=CC=3)(=O)=O)C=2)C=N1.[F:46][C:47]1[CH:48]=[C:49]([CH:91]=[CH:92][CH:93]=1)[CH2:50][N:51]1[CH:55]=[C:54]([C:56]2[C:64]3[C:59](=[N:60][CH:61]=[C:62]([C:65]4[CH:70]=[CH:69][C:68]([N:71]5[CH2:76][CH2:75][N:74]([CH2:77][C@@H:78]([OH:80])[CH3:79])[CH2:73][CH2:72]5)=[CH:67][CH:66]=4)[CH:63]=3)[N:58](S(C3C=CC(C)=CC=3)(=O)=O)[CH:57]=2)[CH:53]=[N:52]1.[OH-].[Li+]. Product: [F:46][C:47]1[CH:48]=[C:49]([CH:91]=[CH:92][CH:93]=1)[CH2:50][N:51]1[CH:55]=[C:54]([C:56]2[C:64]3[C:59](=[N:60][CH:61]=[C:62]([C:65]4[CH:66]=[CH:67][C:68]([N:71]5[CH2:72][CH2:73][N:74]([CH2:77][C@@H:78]([OH:80])[CH3:79])[CH2:75][CH2:76]5)=[CH:69][CH:70]=4)[CH:63]=3)[NH:58][CH:57]=2)[CH:53]=[N:52]1. The catalyst class is: 87.